This data is from Catalyst prediction with 721,799 reactions and 888 catalyst types from USPTO. The task is: Predict which catalyst facilitates the given reaction. (1) Reactant: [Cl:1][C:2]1[CH:3]=[C:4]2[C:8](=[CH:9][CH:10]=1)[NH:7][C:6]([CH:11]=[CH:12][CH2:13][CH2:14][CH:15]([CH3:17])[CH3:16])=[CH:5]2.[H][H]. Product: [Cl:1][C:2]1[CH:3]=[C:4]2[C:8](=[CH:9][CH:10]=1)[NH:7][C:6]([CH2:11][CH2:12][CH2:13][CH2:14][CH:15]([CH3:17])[CH3:16])=[CH:5]2. The catalyst class is: 29. (2) Reactant: [F:1][C:2]([C:5]1[CH:10]=[C:9]([F:11])[CH:8]=[CH:7][C:6]=1[C:12]1[S:16][C:15]2[CH:17]=[C:18]([OH:21])[CH:19]=[CH:20][C:14]=2[C:13]=1[O:22][C:23]1[CH:28]=[CH:27][C:26](/[CH:29]=[CH:30]/[C:31]([O:33]C)=[O:32])=[CH:25][CH:24]=1)([F:4])[CH3:3]. Product: [F:1][C:2]([C:5]1[CH:10]=[C:9]([F:11])[CH:8]=[CH:7][C:6]=1[C:12]1[S:16][C:15]2[CH:17]=[C:18]([OH:21])[CH:19]=[CH:20][C:14]=2[C:13]=1[O:22][C:23]1[CH:28]=[CH:27][C:26](/[CH:29]=[CH:30]/[C:31]([OH:33])=[O:32])=[CH:25][CH:24]=1)([F:4])[CH3:3]. The catalyst class is: 20. (3) Reactant: [CH:1]1[C:17]2[CH2:16][C@H:15]3[N:18]([CH2:20][CH2:21][C@@:7]45[C@H:14]3[CH:13]=[CH:12][C@H:10]([OH:11])[C@@H:8]4[O:9][C:5]([C:6]=25)=[C:3]([OH:4])[CH:2]=1)[CH3:19]. Product: [CH3:19][N:18]1[C@@H:15]2[CH2:16][C:17]3=[CH:1][CH:2]=[C:3]([OH:4])[C:5]4[O:9][C@H:8]5[C:10]([CH2:12][CH2:13][C@@H:14]2[C@:7]5([C:6]=43)[CH2:21][CH2:20]1)=[O:11]. The catalyst class is: 5. (4) Reactant: [OH:1][CH:2]1[CH2:7][CH2:6][CH:5]([CH3:8])[CH2:4][CH2:3]1.C(N(CC)CC)C.[CH3:16][S:17](Cl)(=[O:19])=[O:18].Cl. Product: [CH3:16][S:17]([O:1][C@H:2]1[CH2:7][CH2:6][C@@H:5]([CH3:8])[CH2:4][CH2:3]1)(=[O:19])=[O:18]. The catalyst class is: 13.